Dataset: Catalyst prediction with 721,799 reactions and 888 catalyst types from USPTO. Task: Predict which catalyst facilitates the given reaction. (1) Reactant: [C:1]([O:5][C:6]([N:8]1[C:17]2[C:12](=[CH:13][C:14](Br)=[CH:15][N:16]=2)[CH2:11][CH2:10][CH2:9]1)=[O:7])([CH3:4])([CH3:3])[CH3:2].[CH:19]([C:21]1[CH:22]=[C:23](B2OC(C)(C)C(C)(C)O2)[CH:24]=[N:25][CH:26]=1)=[O:20].C(=O)([O-])[O-].[Na+].[Na+]. Product: [C:1]([O:5][C:6]([N:8]1[C:17]2[C:12](=[CH:13][C:14]([C:23]3[CH:24]=[N:25][CH:26]=[C:21]([CH:19]=[O:20])[CH:22]=3)=[CH:15][N:16]=2)[CH2:11][CH2:10][CH2:9]1)=[O:7])([CH3:4])([CH3:3])[CH3:2]. The catalyst class is: 75. (2) Reactant: O[C@@H:2]1[CH2:7][CH2:6][C@H:5]([O:8][CH2:9][C@@H:10]([NH:12][C:13](=[O:19])[O:14][C:15]([CH3:18])([CH3:17])[CH3:16])[CH3:11])[CH2:4][CH2:3]1.C1(P(C2C=CC=CC=2)C2C=CC=CC=2)C=CC=CC=1.C1(P([N:53]=[N+:54]=[N-:55])(C2C=CC=CC=2)=O)C=CC=CC=1.N(C(OC(C)C)=O)=NC(OC(C)C)=O. Product: [N:53]([C@H:2]1[CH2:7][CH2:6][C@H:5]([O:8][CH2:9][C@@H:10]([NH:12][C:13](=[O:19])[O:14][C:15]([CH3:18])([CH3:17])[CH3:16])[CH3:11])[CH2:4][CH2:3]1)=[N+:54]=[N-:55]. The catalyst class is: 11. (3) Reactant: S(Cl)(Cl)(=O)=O.O=[C:7]([CH2:14][C:15]([O:17][CH2:18][CH3:19])=[O:16])[CH2:8][C:9]([O:11][CH2:12][CH3:13])=[O:10].[C:20](=[S:23])([S-:22])[NH2:21].[NH4+]. Product: [CH2:12]([O:11][C:9](=[O:10])[CH2:8][C:7]1[N:21]=[C:20]([SH:23])[S:22][C:14]=1[C:15]([O:17][CH2:18][CH3:19])=[O:16])[CH3:13]. The catalyst class is: 14.